Dataset: Full USPTO retrosynthesis dataset with 1.9M reactions from patents (1976-2016). Task: Predict the reactants needed to synthesize the given product. Given the product [NH2:35][CH2:19][C:16]1[CH:15]=[C:14]([C:11]2[CH:10]=[CH:9][C:8]([C@H:7]3[O:6][C:5]([CH3:26])([CH3:25])[N:4]([C:27]([O:29][C:30]([CH3:32])([CH3:31])[CH3:33])=[O:28])[C@@H:3]3[CH2:2][F:1])=[CH:13][CH:12]=2)[O:18][N:17]=1, predict the reactants needed to synthesize it. The reactants are: [F:1][CH2:2][C@@H:3]1[C@@H:7]([C:8]2[CH:13]=[CH:12][C:11]([C:14]3[O:18][N:17]=[C:16]([CH2:19]OS(C)(=O)=O)[CH:15]=3)=[CH:10][CH:9]=2)[O:6][C:5]([CH3:26])([CH3:25])[N:4]1[C:27]([O:29][C:30]([CH3:33])([CH3:32])[CH3:31])=[O:28].[OH-].[NH4+:35].